From a dataset of Catalyst prediction with 721,799 reactions and 888 catalyst types from USPTO. Predict which catalyst facilitates the given reaction. (1) Reactant: [Br:1][C:2]1[CH:10]=[CH:9][C:8]([S:11]([CH2:14][CH3:15])(=[O:13])=[O:12])=[CH:7][C:3]=1[C:4](O)=[O:5].C(N1C=CN=C1)([N:18]1C=CN=C1)=O.N.C(Cl)Cl. The catalyst class is: 1. Product: [Br:1][C:2]1[CH:10]=[CH:9][C:8]([S:11]([CH2:14][CH3:15])(=[O:13])=[O:12])=[CH:7][C:3]=1[C:4]([NH2:18])=[O:5]. (2) The catalyst class is: 546. Reactant: [Cl:1][C:2]1[CH:3]=[CH:4][C:5]([O:24][CH3:25])=[C:6]([S:8]([N:11]2[C:19]3[C:14](=[C:15]([CH3:23])[CH:16]=[C:17]([C:20](O)=[O:21])[CH:18]=3)[CH2:13][CH2:12]2)(=[O:10])=[O:9])[CH:7]=1.[NH2:26][C:27]1[CH:37]=[CH:36][C:30]([C:31]([O:33][CH2:34][CH3:35])=[O:32])=[CH:29][CH:28]=1.CN1CCOCC1.F[P-](F)(F)(F)(F)F.N1(OC(N(C)C)=[N+](C)C)C2N=CC=CC=2N=N1. Product: [CH2:34]([O:33][C:31](=[O:32])[C:30]1[CH:29]=[CH:28][C:27]([NH:26][C:20]([C:17]2[CH:18]=[C:19]3[C:14]([CH2:13][CH2:12][N:11]3[S:8]([C:6]3[CH:7]=[C:2]([Cl:1])[CH:3]=[CH:4][C:5]=3[O:24][CH3:25])(=[O:9])=[O:10])=[C:15]([CH3:23])[CH:16]=2)=[O:21])=[CH:37][CH:36]=1)[CH3:35]. (3) Reactant: C(OC([N:8]1[C:16]2[C:11](=[CH:12][CH:13]=[C:14]([Cl:17])[CH:15]=2)[CH:10]=[C:9]1[C:18]1[CH:19]=[N:20][CH:21]=[C:22]([O:24][S:25](=[O:32])(=[O:31])[N:26]([CH2:29][CH3:30])[CH2:27][CH3:28])[CH:23]=1)=O)(C)(C)C.FC(F)(F)C(O)=O.C(=O)(O)[O-].[Na+]. Product: [Cl:17][C:14]1[CH:15]=[C:16]2[C:11]([CH:10]=[C:9]([C:18]3[CH:23]=[C:22]([O:24][S:25](=[O:31])(=[O:32])[N:26]([CH2:27][CH3:28])[CH2:29][CH3:30])[CH:21]=[N:20][CH:19]=3)[NH:8]2)=[CH:12][CH:13]=1. The catalyst class is: 2. (4) Reactant: N1[CH:6]=[CH:5][CH:4]=[C:3]([CH2:7][C:8]2[CH:9]=[N:10][CH:11]=[CH:12][CH:13]=2)C=1.[Li+].C[CH:16]([N-:18]C(C)C)C.[Br:22][C:23]1[CH:28]=[CH:27][CH:26]=[C:25]([CH:29]([C:31]2[CH:36]=[CH:35][CH:34]=[C:33]([Br:37])[N:32]=2)Cl)[N:24]=1. Product: [Br:22][C:23]1[CH:28]=[CH:27][CH:26]=[C:25]([CH:29]([C:31]2[CH:36]=[CH:35][CH:34]=[C:33]([Br:37])[N:32]=2)[CH:7]([C:3]2[CH:4]=[CH:5][CH:6]=[CH:16][N:18]=2)[C:8]2[CH:9]=[N:10][CH:11]=[CH:12][CH:13]=2)[N:24]=1. The catalyst class is: 1. (5) Reactant: [H-].[H-].[H-].[H-].[Li+].[Al+3].[NH2:7][CH:8]([CH2:11][C:12]1[C:21]2[C:16](=[CH:17][CH:18]=[CH:19][C:20]=2[CH2:22][CH3:23])[CH:15]=[CH:14][CH:13]=1)[C:9]#[N:10].O.[OH-].[Na+]. Product: [CH2:22]([C:20]1[CH:19]=[CH:18][CH:17]=[C:16]2[C:21]=1[C:12]([CH2:11][CH:8]([NH2:7])[CH2:9][NH2:10])=[CH:13][CH:14]=[CH:15]2)[CH3:23]. The catalyst class is: 1. (6) Reactant: [CH2:1]([O:3][C:4]([C@H:6]1[C@@H:11]([NH:12][CH2:13][CH2:14][CH:15]2[CH2:17][CH2:16]2)[C@H:10]2[CH2:18][C@@H:7]1[CH2:8][CH2:9]2)=[O:5])[CH3:2].[CH3:19][S:20]([NH:23][C:24]1[CH:39]=[CH:38][C:27]2[NH:28][C:29]([CH2:34][C:35](O)=[O:36])=[N:30][S:31](=[O:33])(=[O:32])[C:26]=2[CH:25]=1)(=[O:22])=[O:21].CN1CCOCC1.Cl.CN(C)CCCN=C=NCC.Cl. Product: [CH2:1]([O:3][C:4]([C@H:6]1[C@@H:11]([N:12]([CH2:13][CH2:14][CH:15]2[CH2:16][CH2:17]2)[C:35](=[O:36])[CH2:34][C:29]2[NH:28][C:27]3[CH:38]=[CH:39][C:24]([NH:23][S:20]([CH3:19])(=[O:22])=[O:21])=[CH:25][C:26]=3[S:31](=[O:32])(=[O:33])[N:30]=2)[C@H:10]2[CH2:18][C@@H:7]1[CH2:8][CH2:9]2)=[O:5])[CH3:2]. The catalyst class is: 9.